From a dataset of Reaction yield outcomes from USPTO patents with 853,638 reactions. Predict the reaction yield, written as a fraction of the theoretical maximum amount of product (1.0 means a 100% yield; for example, 0.34 means a 34% yield). (1) The reactants are [CH3:1][O:2][C:3]1[CH:4]=[C:5]([CH:13]=[C:14]([C:18]2[CH:23]=[CH:22][C:21]([F:24])=[CH:20][CH:19]=2)[C:15]([OH:17])=O)[CH:6]=[C:7]([O:11][CH3:12])[C:8]=1[O:9][CH3:10].[CH2:25]([O:27][C:28](=[O:37])[C:29]1[CH:34]=[CH:33][C:32]([CH2:35][NH2:36])=[CH:31][CH:30]=1)[CH3:26].Cl.CCN=C=NCCCN(C)C.C1C=CC2N(O)N=NC=2C=1. The product is [F:24][C:21]1[CH:22]=[CH:23][C:18]([C:14](=[CH:13][C:5]2[CH:6]=[C:7]([O:11][CH3:12])[C:8]([O:9][CH3:10])=[C:3]([O:2][CH3:1])[CH:4]=2)[C:15]([NH:36][CH2:35][C:32]2[CH:31]=[CH:30][C:29]([C:28]([O:27][CH2:25][CH3:26])=[O:37])=[CH:34][CH:33]=2)=[O:17])=[CH:19][CH:20]=1. The yield is 0.500. The catalyst is CN(C=O)C. (2) The reactants are [F:1][C:2]1[CH:7]=[CH:6][C:5]([C:8]2[O:9][C:10]3[CH:20]=[CH:19][C:18]([C:21]4[CH:22]=[CH:23][C:24]([O:30][CH3:31])=[C:25]([CH:29]=4)[C:26](O)=[O:27])=[CH:17][C:11]=3[C:12]=2[C:13](=[O:16])[NH:14][CH3:15])=[CH:4][CH:3]=1.C(N(C(C)C)C(C)C)C.[C:41]([NH2:50])([C:44]1[CH:49]=[CH:48][CH:47]=[CH:46][CH:45]=1)([CH3:43])[CH3:42].CN(C(ON1N=NC2C=CC=CC1=2)=[N+](C)C)C.[B-](F)(F)(F)F. The catalyst is C(OCC)(=O)C.C(#N)C.CN(C=O)C. The product is [F:1][C:2]1[CH:3]=[CH:4][C:5]([C:8]2[O:9][C:10]3[CH:20]=[CH:19][C:18]([C:21]4[CH:22]=[CH:23][C:24]([O:30][CH3:31])=[C:25]([C:26](=[O:27])[NH:50][C:41]([C:44]5[CH:49]=[CH:48][CH:47]=[CH:46][CH:45]=5)([CH3:43])[CH3:42])[CH:29]=4)=[CH:17][C:11]=3[C:12]=2[C:13]([NH:14][CH3:15])=[O:16])=[CH:6][CH:7]=1. The yield is 0.420. (3) The reactants are Br[CH2:2][CH2:3][CH:4]=[C:5]1[C:15]2[C:10](=[N:11][CH:12]=[CH:13][CH:14]=2)[O:9][C:8]2[CH:16]=[CH:17][CH:18]=[C:19]([OH:20])[C:7]=2[CH2:6]1.[F:21][C:22]1[CH:27]=[CH:26][C:25]([C:28]2([OH:34])[CH2:33][CH2:32][NH:31][CH2:30][CH2:29]2)=[CH:24][CH:23]=1.C(N(CC)CC)C. The catalyst is CN(C=O)C. The product is [F:21][C:22]1[CH:27]=[CH:26][C:25]([C:28]2([OH:34])[CH2:29][CH2:30][N:31]([CH2:2][CH2:3][CH:4]=[C:5]3[C:15]4[C:10](=[N:11][CH:12]=[CH:13][CH:14]=4)[O:9][C:8]4[CH:16]=[CH:17][CH:18]=[C:19]([OH:20])[C:7]=4[CH2:6]3)[CH2:32][CH2:33]2)=[CH:24][CH:23]=1. The yield is 0.390.